This data is from M1 muscarinic receptor agonist screen with 61,833 compounds. The task is: Binary Classification. Given a drug SMILES string, predict its activity (active/inactive) in a high-throughput screening assay against a specified biological target. (1) The drug is O=C1N(C(=O)C2C1C1N(C2C(=O)c2occc2)C=Cc2c1cccc2)c1c(cc(cc1)C)C. The result is 0 (inactive). (2) The drug is o1c2nc(c(cc2c(=O)c2c1cccc2)C(=O)C)C. The result is 0 (inactive). (3) The compound is O=C/1N(C2CCCCCC2)C(=O)NC(=O)C1=C\NCCN(CC)CC. The result is 0 (inactive). (4) The molecule is S(=O)(=O)(N(CC(=O)Nc1cc(ccc1)C(=O)C)CC)c1ccc(OC)cc1. The result is 0 (inactive). (5) The drug is n1(c2c(nc1)cc(NCc1ccc(cc1)C)cc2)CC. The result is 0 (inactive).